Dataset: Cav3 T-type calcium channel HTS with 100,875 compounds. Task: Binary Classification. Given a drug SMILES string, predict its activity (active/inactive) in a high-throughput screening assay against a specified biological target. The molecule is O(C(=O)N1C(CCC1)C(=O)N(CC(OCC)=O)C)C(C)(C)C. The result is 0 (inactive).